This data is from Experimentally validated miRNA-target interactions with 360,000+ pairs, plus equal number of negative samples. The task is: Binary Classification. Given a miRNA mature sequence and a target amino acid sequence, predict their likelihood of interaction. (1) The miRNA is rno-miR-16-5p with sequence UAGCAGCACGUAAAUAUUGGCG. The protein sequence of the target gene is MAAANRGSKPRVRSIRFAAGHDAEGSQSHVHFDEKLHDSVVMVTQESDNSFLVKVGFLKILHRYEITFTLPPVRRLSKDIRETPVHSLHLKLLSVTPTSEGYSIKCEYSAHKEGVLKEEMLLACEGDIGTCVRVTVQARVMDRHHGTPMLLDGVKCVGAELEYDSEQSDWLGFD. Result: 0 (no interaction). (2) The miRNA is hsa-miR-600 with sequence ACUUACAGACAAGAGCCUUGCUC. The protein sequence of the target gene is MACYIYQLPSWVLDDLCRNIDTLSEWDWMQFASYVITDLTQLRKIKSMERVQGVSITRELLWWWSMRQATVQQLVDLLCHLELYRAAQIVLSWKPVPESTSPLPAFPEAVKPGAVATSRRNLKDEQEKVRPVKPRSLLDTGPIMAGAQRQRPCEMDAPCSLKTDAPDSPQSKYCSTSTSAPKQERLLGLPGDRLFWSEADVVQATEDFDQSHRISEGTFADIYQGQRNGVAFAFKKLREVAGSSPGSMDRFLQAEMQLCLRCCHANVLPLLGFCTGRQFHSLIYPYMANGSLHDRLWAQG.... Result: 0 (no interaction). (3) The miRNA is cel-miR-269 with sequence GGCAAGACUCUGGCAAAACU. The protein sequence of the target gene is MSRPPPTGKMPGAPEAAPGDGAGAGRQRKLEALIRDPRSPINVESLLDGLNSLVLDLDFPALRKNKNIDNFLNRYEKIVKKIRGLQMKAEDYDVVKVIGRGAFGEVQLVRHKASQKVYAMKLLSKFEMIKRSDSAFFWEERDIMAFANSPWVVQLFCAFQDDRYLYMVMEYMPGGDLVNLMSNYDVPEKWAKFYTAEVVLALDAIHSMGLIHRDVKPDNMLLDKHGHLKLADFGTCMKMDETGMVHCDTAVGTPDYISPEVLKSQGGDGYYGRECDWWSVGVFLFEMLVGDTPFYADSLV.... Result: 0 (no interaction). (4) The miRNA is hsa-miR-4662a-3p with sequence AAAGAUAGACAAUUGGCUAAAU. The protein sequence of the target gene is MERARRRGGGGGRGRGGKNVGGSGLSKSRLYPQAQHSHYPHYAASATPNQAGGAAEIQELASKRVDIQKKRFYLDVKQSSRGRFLKIAEVWIGRGRQDNIRKSKLTLSLSVAAELKDCLGDFIEHYAHLGLKGHRQEHGHSKEQGSRRRQKHSAPSPPVSVGSEEHPHSVLKTDYIERDNRKYYLDLKENQRGRFLRIRQTMMRGTGMIGYFGHSLGQEQTIVLPAQGMIEFRDALVQLIEDYGEGDIEERRGGDDDPLELPEGTSFRVDNKRFYFDVGSNKYGIFLKVSEVRPPYRNTI.... Result: 1 (interaction). (5) Result: 1 (interaction). The protein sequence of the target gene is MESGGRPSLCQFILLGTTSVVTAALYSVYRQKARVSQELKGAKKVHLGEDLKSILSEAPGKCVPYAVIEGAVRSVKETLNSQFVENCKGVIQRLTLQEHKMVWNRTTHLWNDCSKIIHQRTNTVPFDLVPHEDGVDVAVRVLKPLDSVDLGLETVYEKFHPSIQSFTDVIGHYISGERPKGIQETEEMLKVGATLTGVGELVLDNNSVRLQPPKQGMQYYLSSQDFDSLLQRQESSVRLWKVLALVFGFATCATLFFILRKQYLQRQERLRLKQMQEEFQEHEAQLLSRAKPEDRESLKS.... The miRNA is hsa-miR-6739-5p with sequence UGGGAAAGAGAAAGAACAAGUA. (6) The miRNA is hsa-miR-1260b with sequence AUCCCACCACUGCCACCAU. The protein sequence of the target gene is MQRLGGILLCTLLAAAVPTAPAPSPTVTWTPAEPGPALNYPQEEATLNEMFREVEELMEDTQHKLRSAVEEMEAEEAAAKTSSEVNLASLPPNYHNETSTETRVGNNTVHVHQEVHKITNNQSGQVVFSETVITSVGDEEGKRSHECIIDEDCGPTRYCQFSSFKYTCQPCRDQQMLCTRDSECCGDQLCAWGHCTQKATKGGNGTICDNQRDCQPGLCCAFQRGLLFPVCTPLPVEGELCHDPTSQLLDLITWELEPEGALDRCPCASGLLCQPHSHSLVYMCKPAFVGSHDHSEESQL.... Result: 0 (no interaction). (7) The miRNA is hsa-miR-1268b with sequence CGGGCGUGGUGGUGGGGGUG. The protein sequence of the target gene is MNECNVHKEGYNELNQYLTTTQSKIFQCDKYVKVFHKLLNSNRHNTKHTGKKPFKCKKCGKSFCMLLHLCQHKRIHIRENSYRCEECGKAFIWFSTLTRHRRVHTGEKSYKYECGKSFNQDSNLTTHKRIHTGQKPYKCEECGTSFYQFSYLTRHKLIHTREKPYKCEQYGKTFNQSSTLTGHKIIHNGEKPYKCEECGKAFSIFSTPTKHKIIHTEEKSHRCEEYCKAYKESSHLTTHKRIHTGEKPYKCEECGKAFSIFSTLTKHKIIHTEEKSHRCEECGKAYKESSHLTTHKRIHT.... Result: 0 (no interaction). (8) The miRNA is hsa-miR-4778-3p with sequence UCUUCUUCCUUUGCAGAGUUGA. The protein sequence of the target gene is MVMFKKIKSFEVVFNDPEKVYGSGEKVAGRVTVEVCEVTRVKAVRILACGVAKVLWMQGSQQCKQTLDYLRYEDTLLLEDQPTGENEMVIMRPGNKYEYKFGFELPQGPLGTSFKGKYGCVDYWVKAFLDRPSQPTQEAKKNFEVMDLVDVNTPDLMAPVSAKKEKKVSCMFIPDGRVSVSARIDRKGFCEGDDISIHADFENTCSRIVVPKAAIVARHTYLANGQTKVLTQKLSSVRGNHIISGTCASWRGKSLRVQKIRPSILGCNILRVEYSLLIYVSVPGSKKVILDLPLVIGSRS.... Result: 0 (no interaction). (9) The miRNA is hsa-miR-665 with sequence ACCAGGAGGCUGAGGCCCCU. The protein sequence of the target gene is MAGSEQQRPRRRDDGDSDAAAAAAAPLQDAELALAGINMLLNNGFRESDQLFKQYRNHSPLMSFGASFVSFLNAMMTFEEEKMQLACDDLKTTEKLCESEEAGVIETIKNKIKKNVDVRKSAPSMVDRLQRQIIIADCQVYLAVLSFVKQELSAYIKGGWILRKAWKIYNKCYLDINALQELYQKKLTEESLTSDAANDNHIVAEGVSEESLNRLKGAVSFGYGLFHLCISMVPPNLLKIINLLGFPGDRLQGLSSLMYASESKDMKAPLATLALLWYHTVVRPFFALDGSDNKAGLDEA.... Result: 1 (interaction).